Task: Predict which catalyst facilitates the given reaction.. Dataset: Catalyst prediction with 721,799 reactions and 888 catalyst types from USPTO (1) Reactant: [F:1][C:2]1[CH:3]=[C:4]([CH:15]=[CH:16][C:17]=1[O:18][CH3:19])[CH2:5][NH:6][CH:7]1[CH2:13][CH2:12][CH2:11][CH2:10][NH:9][C:8]1=[O:14].CCN(C(C)C)C(C)C.[Cl:29][C:30]1[S:34][C:33]([S:35](Cl)(=[O:37])=[O:36])=[CH:32][CH:31]=1. Product: [F:1][C:2]1[CH:3]=[C:4]([CH:15]=[CH:16][C:17]=1[O:18][CH3:19])[CH2:5][N:6]([CH:7]1[CH2:13][CH2:12][CH2:11][CH2:10][NH:9][C:8]1=[O:14])[S:35]([C:33]1[S:34][C:30]([Cl:29])=[CH:31][CH:32]=1)(=[O:37])=[O:36]. The catalyst class is: 64. (2) Reactant: C1C(=O)N([Br:8])C(=O)C1.[Cl:9][C:10]1[N:15]2[N:16]=[CH:17][CH:18]=[C:14]2[N:13]=[C:12]([CH3:19])[C:11]=1[CH:20]1[CH2:22][CH2:21]1. Product: [Br:8][C:18]1[CH:17]=[N:16][N:15]2[C:10]([Cl:9])=[C:11]([CH:20]3[CH2:21][CH2:22]3)[C:12]([CH3:19])=[N:13][C:14]=12. The catalyst class is: 496. (3) Product: [CH2:23]([O:26][C:27]1[N:35]=[CH:34][C:33]([I:1])=[CH:32][C:28]=1[C:29]([OH:31])=[O:30])[CH2:24][CH3:25]. The catalyst class is: 55. Reactant: [I:1]NC(=O)CCC(N)=O.FC(F)(F)C(OC(=O)C(F)(F)F)=O.[CH2:23]([O:26][C:27]1[N:35]=[CH:34][CH:33]=[CH:32][C:28]=1[C:29]([OH:31])=[O:30])[CH2:24][CH3:25]. (4) Reactant: C(=O)([O-])[O-].[K+].[K+].[CH:7]1([CH2:13][C@@H:14]([NH:30][CH3:31])[CH2:15][N:16]2[CH2:21][CH2:20][CH:19]([C:22]3[CH:27]=[CH:26][CH:25]=[CH:24][C:23]=3[O:28][CH3:29])[CH2:18][CH2:17]2)[CH2:12][CH2:11][CH2:10][CH2:9][CH2:8]1.[CH:32]1([C:38]([Cl:40])=[O:39])[CH2:37][CH2:36][CH2:35][CH2:34][CH2:33]1. Product: [CH:7]1([CH2:13][C@@H:14]([N:30]([CH3:31])[C:38]([CH:32]2[CH2:37][CH2:36][CH2:35][CH2:34][CH2:33]2)=[O:39])[CH2:15][N:16]2[CH2:17][CH2:18][CH:19]([C:22]3[CH:27]=[CH:26][CH:25]=[CH:24][C:23]=3[O:28][CH3:29])[CH2:20][CH2:21]2)[CH2:8][CH2:9][CH2:10][CH2:11][CH2:12]1.[ClH:40]. The catalyst class is: 46. (5) Reactant: [F:1][C:2]([F:55])([F:54])[C:3]1[CH:4]=[C:5]([C@H:13]2[O:17][C:16](=[O:18])[N:15]3[C@H:19]([C:22]4[CH:27]=[C:26]([C:28]([F:31])([F:30])[F:29])[CH:25]=[CH:24][C:23]=4[C:32]4[CH:33]=[C:34]([C:40]5[CH:52]=[CH:51][C:43]([C:44]([O:46]C(C)(C)C)=[O:45])=[CH:42][C:41]=5[CH3:53])[CH:35]=[N:36][C:37]=4[O:38][CH3:39])[CH2:20][CH2:21][C@@H:14]23)[CH:6]=[C:7]([C:9]([F:12])([F:11])[F:10])[CH:8]=1. Product: [F:55][C:2]([F:1])([F:54])[C:3]1[CH:4]=[C:5]([C@H:13]2[O:17][C:16](=[O:18])[N:15]3[C@H:19]([C:22]4[CH:27]=[C:26]([C:28]([F:29])([F:30])[F:31])[CH:25]=[CH:24][C:23]=4[C:32]4[CH:33]=[C:34]([C:40]5[CH:52]=[CH:51][C:43]([C:44]([OH:46])=[O:45])=[CH:42][C:41]=5[CH3:53])[CH:35]=[N:36][C:37]=4[O:38][CH3:39])[CH2:20][CH2:21][C@@H:14]23)[CH:6]=[C:7]([C:9]([F:12])([F:11])[F:10])[CH:8]=1. The catalyst class is: 620. (6) Reactant: [NH2:1][C@H:2]1[CH2:7][CH2:6][CH2:5][CH2:4][C@H:3]1[NH:8][C:9]1[N:10]=[CH:11][C:12]2[C:18](=[O:19])[NH:17][CH:16]=[C:15]([C:20]3[CH:21]=[N:22][N:23]([CH3:25])[CH:24]=3)[C:13]=2[N:14]=1.O1CCCC1.C(N(CC)CC)C.[C:38](O[C:38]([O:40][C:41]([CH3:44])([CH3:43])[CH3:42])=[O:39])([O:40][C:41]([CH3:44])([CH3:43])[CH3:42])=[O:39]. Product: [C:41]([O:40][C:38](=[O:39])[NH:1][C@@H:2]1[CH2:7][CH2:6][CH2:5][CH2:4][C@@H:3]1[NH:8][C:9]1[N:10]=[CH:11][C:12]2[C:18](=[O:19])[NH:17][CH:16]=[C:15]([C:20]3[CH:21]=[N:22][N:23]([CH3:25])[CH:24]=3)[C:13]=2[N:14]=1)([CH3:44])([CH3:43])[CH3:42]. The catalyst class is: 277. (7) Reactant: [CH:1]([CH2:3][C@H:4]1[CH2:9][CH2:8][C@H:7]([CH2:10][O:11][C:12]2[CH:17]=[CH:16][CH:15]=[C:14]([F:18])[C:13]=2[F:19])[CH2:6][CH2:5]1)=O.[Cl-].[CH3:21][O:22]C[P+](C1C=CC=CC=1)(C1C=CC=CC=1)C1C=CC=CC=1.CC(C)([O-])C.[K+].O. Product: [CH:21]([CH2:1][CH2:3][C@H:4]1[CH2:9][CH2:8][C@H:7]([CH2:10][O:11][C:12]2[CH:17]=[CH:16][CH:15]=[C:14]([F:18])[C:13]=2[F:19])[CH2:6][CH2:5]1)=[O:22]. The catalyst class is: 1.